This data is from CYP3A4 inhibition data for predicting drug metabolism from PubChem BioAssay. The task is: Regression/Classification. Given a drug SMILES string, predict its absorption, distribution, metabolism, or excretion properties. Task type varies by dataset: regression for continuous measurements (e.g., permeability, clearance, half-life) or binary classification for categorical outcomes (e.g., BBB penetration, CYP inhibition). Dataset: cyp3a4_veith. (1) The compound is Cc1ccc(C(CC(N)=O)c2ccco2)cc1. The result is 0 (non-inhibitor). (2) The drug is Cc1ccc(C(=O)NCCNc2ccc(Cl)cc2[N+](=O)[O-])o1. The result is 1 (inhibitor). (3) The drug is COC(=O)c1ccc(NC(=O)Cn2nc(-c3ccncc3)nc2SCC(=O)Nc2nccs2)cc1. The result is 1 (inhibitor). (4) The molecule is Oc1c(CN2CCOCC2)cc(-c2ccccc2)cc1CN1CCOCC1. The result is 1 (inhibitor). (5) The molecule is O=C(CC1C(=O)N(c2ccc(Cl)cc2)C(=S)N1CCc1ccncc1)Nc1ccc(F)cc1. The result is 1 (inhibitor). (6) The drug is C[C@@](N)(Cc1ccc(O)c(O)c1)C(=O)O. The result is 0 (non-inhibitor).